From a dataset of Forward reaction prediction with 1.9M reactions from USPTO patents (1976-2016). Predict the product of the given reaction. (1) Given the reactants [C:1]([O:9][C:10]1[C:19]2[C:14](=[CH:15][CH:16]=[CH:17][CH:18]=2)[C:13]([OH:20])=[C:12]([CH3:21])[CH:11]=1)(=[O:8])[C:2]1[CH:7]=[CH:6][CH:5]=[CH:4][CH:3]=1.C(=O)([O-])[O-].[K+].[K+].[CH2:28](Br)[C:29]1[CH:34]=[CH:33][CH:32]=[CH:31][CH:30]=1, predict the reaction product. The product is: [CH2:28]([O:20][C:13]1[C:14]2[C:19](=[CH:18][CH:17]=[CH:16][CH:15]=2)[C:10]([O:9][C:1](=[O:8])[C:2]2[CH:3]=[CH:4][CH:5]=[CH:6][CH:7]=2)=[CH:11][C:12]=1[CH3:21])[C:29]1[CH:34]=[CH:33][CH:32]=[CH:31][CH:30]=1. (2) Given the reactants [NH2:1][C:2]1[CH:7]=[C:6]([C:8]2[C:9]3[CH:25]=[CH:24][CH:23]=[N:22][C:10]=3[N:11]=[C:12]([NH:20][CH3:21])[CH:13]([C:15]3[S:16][CH:17]=[CH:18][CH:19]=3)[N:14]=2)[CH:5]=[CH:4][N:3]=1.[CH:26]1(N)C[CH2:27]1, predict the reaction product. The product is: [NH2:1][C:2]1[CH:7]=[C:6]([C:8]2[C:9]3[CH:25]=[CH:24][CH:23]=[N:22][C:10]=3[N:11]=[C:12]([NH:20][CH:21]3[CH2:27][CH2:26]3)[CH:13]([C:15]3[S:16][CH:17]=[CH:18][CH:19]=3)[N:14]=2)[CH:5]=[CH:4][N:3]=1. (3) Given the reactants [C:1]([O:5][C:6]([NH:8][C@@H:9]([CH2:39][C:40]1[CH:45]=[CH:44][C:43]([OH:46])=[CH:42][CH:41]=1)[CH2:10][N:11]([CH2:14][CH:15]([NH:31][C:32]([O:34][C:35]([CH3:38])([CH3:37])[CH3:36])=[O:33])[CH2:16][C:17]1[CH:22]=[CH:21][C:20]([O:23][CH2:24]C2C=CC=CC=2)=[CH:19][CH:18]=1)[CH2:12][CH3:13])=[O:7])([CH3:4])([CH3:3])[CH3:2].[N+](=[CH2:49])=[N-], predict the reaction product. The product is: [C:35]([O:34][C:32]([NH:31][C@@H:15]([CH2:16][C:17]1[CH:18]=[CH:19][C:20]([O:23][CH3:24])=[CH:21][CH:22]=1)[CH2:14][N:11]([CH2:10][CH:9]([NH:8][C:6]([O:5][C:1]([CH3:2])([CH3:4])[CH3:3])=[O:7])[CH2:39][C:40]1[CH:45]=[CH:44][C:43]([O:46][CH3:49])=[CH:42][CH:41]=1)[CH2:12][CH3:13])=[O:33])([CH3:37])([CH3:36])[CH3:38].